This data is from Forward reaction prediction with 1.9M reactions from USPTO patents (1976-2016). The task is: Predict the product of the given reaction. Given the reactants [Cl:1][C:2]1[CH:18]=[CH:17][CH:16]=[C:15]([Cl:19])[C:3]=1[C:4](Cl)=[N:5][C:6]1[CH:11]=[CH:10][N:9]=[C:8]([Cl:12])[C:7]=1F.NC(N)=[S:22].N1C=CC=CC=1.C(N(CC)CC)C, predict the reaction product. The product is: [Cl:12][C:8]1[C:7]2[S:22][C:4]([C:3]3[C:2]([Cl:1])=[CH:18][CH:17]=[CH:16][C:15]=3[Cl:19])=[N:5][C:6]=2[CH:11]=[CH:10][N:9]=1.